Dataset: Full USPTO retrosynthesis dataset with 1.9M reactions from patents (1976-2016). Task: Predict the reactants needed to synthesize the given product. (1) Given the product [CH2:1]([S:5][C:6]1[CH:14]=[CH:13][C:12]([S:15]([CH3:18])(=[O:17])=[O:16])=[CH:11][C:7]=1[C:8]([N:22]1[CH2:23][CH2:24][N:19]([C:25]2[N:26]=[CH:27][C:28]([C:31]([F:34])([F:32])[F:33])=[CH:29][N:30]=2)[CH2:20][CH2:21]1)=[O:10])[CH:2]([CH3:3])[CH3:4], predict the reactants needed to synthesize it. The reactants are: [CH2:1]([S:5][C:6]1[CH:14]=[CH:13][C:12]([S:15]([CH3:18])(=[O:17])=[O:16])=[CH:11][C:7]=1[C:8]([OH:10])=O)[CH:2]([CH3:4])[CH3:3].[N:19]1([C:25]2[N:30]=[CH:29][C:28]([C:31]([F:34])([F:33])[F:32])=[CH:27][N:26]=2)[CH2:24][CH2:23][NH:22][CH2:21][CH2:20]1. (2) The reactants are: [F:1][C:2]([F:14])([F:13])[C:3]1[CH:4]=[C:5]([CH2:9][C:10](Cl)=[O:11])[CH:6]=[CH:7][CH:8]=1.[NH2:15][C:16]1[CH:25]=[CH:24][C:23]([Br:26])=[CH:22][C:17]=1[C:18]([O:20][CH3:21])=[O:19].C(N(CC)CC)C. Given the product [Br:26][C:23]1[CH:24]=[CH:25][C:16]([NH:15][C:10](=[O:11])[CH2:9][C:5]2[CH:6]=[CH:7][CH:8]=[C:3]([C:2]([F:14])([F:13])[F:1])[CH:4]=2)=[C:17]([CH:22]=1)[C:18]([O:20][CH3:21])=[O:19], predict the reactants needed to synthesize it. (3) Given the product [Br:1][C:2]1[CH:23]=[CH:22][C:5]([CH2:6][O:7][C:8]2[CH:9]=[C:10]3[C:14](=[CH:15][CH:16]=2)[NH:13][C:12]([CH2:17][OH:18])=[CH:11]3)=[CH:4][CH:3]=1, predict the reactants needed to synthesize it. The reactants are: [Br:1][C:2]1[CH:23]=[CH:22][C:5]([CH2:6][O:7][C:8]2[CH:9]=[C:10]3[C:14](=[CH:15][CH:16]=2)[NH:13][C:12]([C:17](OCC)=[O:18])=[CH:11]3)=[CH:4][CH:3]=1.[H-].[Al+3].[Li+].[H-].[H-].[H-].C(OCC)(=O)C. (4) Given the product [NH2:1][C:4]1[CH:9]=[CH:8][C:7]([C:10]([N:12]2[CH2:13][CH2:14][N:15]([CH3:18])[CH2:16][CH2:17]2)=[O:11])=[C:6]([C:19]([F:22])([F:21])[F:20])[CH:5]=1, predict the reactants needed to synthesize it. The reactants are: [N+:1]([C:4]1[CH:9]=[CH:8][C:7]([C:10]([N:12]2[CH2:17][CH2:16][N:15]([CH3:18])[CH2:14][CH2:13]2)=[O:11])=[C:6]([C:19]([F:22])([F:21])[F:20])[CH:5]=1)([O-])=O. (5) Given the product [CH3:28][C:29]1[C@@H:46]([O:47][C:48]([C@H:50]([OH:67])[C@@H:51]([NH:58][C:59]([C:61]2[CH:66]=[CH:65][CH:64]=[CH:63][CH:62]=2)=[O:60])[C:52]2[CH:53]=[CH:54][CH:55]=[CH:56][CH:57]=2)=[O:49])[CH2:45][C@:41]2([OH:68])[C:42]([CH3:43])([CH3:44])[C:30]=1[C@@H:31]([O:86][C:87]([CH3:89])=[O:88])[C:32]([C@@:34]1([CH3:85])[C@H:39]([C@@H:40]2[O:69][C:70]([C:72]2[CH:77]=[CH:76][CH:75]=[CH:74][CH:73]=2)=[O:71])[C@:38]2([O:80][C:81]([CH3:83])=[O:82])[CH2:78][O:79][C@@H:37]2[CH2:36][C@@H:35]1[OH:84])=[O:33], predict the reactants needed to synthesize it. The reactants are: C(N(CC(O)=O)CCN(CC(O)=O)CC(O)=O)CN(CC(O)=O)CC(O)=O.[CH3:28][C:29]1[C@@H:46]([O:47][C:48]([C@H:50]([OH:67])[C@@H:51]([NH:58][C:59]([C:61]2[CH:62]=[CH:63][CH:64]=[CH:65][CH:66]=2)=[O:60])[C:52]2[CH:53]=[CH:54][CH:55]=[CH:56][CH:57]=2)=[O:49])[CH2:45][C@:41]2([OH:68])[C:42]([CH3:44])([CH3:43])[C:30]=1[C@@H:31]([O:86][C:87]([CH3:89])=[O:88])[C:32]([C@@:34]1([CH3:85])[C@H:39]([C@@H:40]2[O:69][C:70]([C:72]2[CH:73]=[CH:74][CH:75]=[CH:76][CH:77]=2)=[O:71])[C@:38]2([O:80][C:81]([CH3:83])=[O:82])[CH2:78][O:79][C@@H:37]2[CH2:36][C@@H:35]1[OH:84])=[O:33].C([O-])(O)=O.[Na+].O. (6) Given the product [OH:1][C:2]1[CH:3]=[C:4]([CH:8]=[CH:9][CH:10]=1)[C:5]([O:7][CH2:23][C:22]1[CH:25]=[CH:26][C:19]([O:18][CH3:17])=[CH:20][CH:21]=1)=[O:6], predict the reactants needed to synthesize it. The reactants are: [OH:1][C:2]1[CH:3]=[C:4]([CH:8]=[CH:9][CH:10]=1)[C:5]([OH:7])=[O:6].[K].CC(C)([O-])C.[CH3:17][O:18][C:19]1[CH:26]=[CH:25][C:22]([CH2:23]Cl)=[CH:21][CH:20]=1. (7) Given the product [Cl:1][C:2]1[CH:3]=[C:4]([CH:7]=[CH:8][C:9]=1[Cl:10])[CH2:5][N:11]1[CH2:12][CH2:13][CH:14]([C:15]([O:17][CH2:18][CH3:19])=[O:16])[CH2:20][CH2:21]1, predict the reactants needed to synthesize it. The reactants are: [Cl:1][C:2]1[CH:3]=[C:4]([CH:7]=[CH:8][C:9]=1[Cl:10])[CH2:5]Br.[NH:11]1[CH2:21][CH2:20][CH:14]([C:15]([O:17][CH2:18][CH3:19])=[O:16])[CH2:13][CH2:12]1.C(N(CC)CC)C. (8) Given the product [CH3:13][C:6]1[CH:5]=[C:4]([C:3]2[CH:17]=[C:16]([C:15]([O:19][CH2:20][CH3:21])=[O:18])[O:1][N:2]=2)[CH:9]=[CH:8][C:7]=1[N+:10]([O-:12])=[O:11], predict the reactants needed to synthesize it. The reactants are: [OH:1]/[N:2]=[C:3](\Cl)/[C:4]1[CH:9]=[CH:8][C:7]([N+:10]([O-:12])=[O:11])=[C:6]([CH3:13])[CH:5]=1.[C:15]([O:19][CH2:20][CH3:21])(=[O:18])[C:16]#[CH:17].CCN(CC)CC.